The task is: Predict the reactants needed to synthesize the given product.. This data is from Full USPTO retrosynthesis dataset with 1.9M reactions from patents (1976-2016). (1) The reactants are: [CH3:16][C:11]1([CH3:17])[C:12]([CH3:15])([CH3:14])[O:13][B:9]([B:9]2[O:13][C:12]([CH3:15])([CH3:14])[C:11]([CH3:17])([CH3:16])[O:10]2)[O:10]1.Br[C:20]1[CH:21]=[CH:22][C:23]([Cl:31])=[C:24]([CH:30]=1)[O:25][CH2:26][CH2:27][S:28][CH3:29].C([O-])(=O)C.[K+]. Given the product [Cl:31][C:23]1[CH:22]=[CH:21][C:20]([B:9]2[O:10][C:11]([CH3:16])([CH3:17])[C:12]([CH3:14])([CH3:15])[O:13]2)=[CH:30][C:24]=1[O:25][CH2:26][CH2:27][S:28][CH3:29], predict the reactants needed to synthesize it. (2) Given the product [CH2:43]([C:35]1([C:38]([O:40][CH2:41][CH3:42])=[O:39])[CH2:36][CH2:37][N:32]([C:29]2[N:28]=[CH:27][C:26]([C:9]3[CH:8]=[C:7]([CH:48]=[O:49])[C:15]4[S:14][C:13]([N:16]5[CH2:21][N:20]([CH3:22])[CH2:19][N:18]([CH2:23][CH3:24])[C:17]5=[O:25])=[N:12][C:11]=4[CH:10]=3)=[CH:31][N:30]=2)[CH2:33][CH2:34]1)[CH3:44], predict the reactants needed to synthesize it. The reactants are: [Li]CCCC.Br[C:7]1[C:15]2[S:14][C:13]([N:16]3[CH2:21][N:20]([CH3:22])[CH2:19][N:18]([CH2:23][CH3:24])[C:17]3=[O:25])=[N:12][C:11]=2[CH:10]=[C:9]([C:26]2[CH:27]=[N:28][C:29]([N:32]3[CH2:37][CH2:36][C:35]([CH2:43][CH3:44])([C:38]([O:40][CH2:41][CH3:42])=[O:39])[CH2:34][CH2:33]3)=[N:30][CH:31]=2)[CH:8]=1.CN([CH:48]=[O:49])C. (3) Given the product [F:1][C:2]1[CH:7]=[CH:6][C:5]([N:8]([CH3:20])[CH:9]2[CH2:12][NH:11][CH2:10]2)=[C:4]([CH3:21])[CH:3]=1, predict the reactants needed to synthesize it. The reactants are: [F:1][C:2]1[CH:7]=[CH:6][C:5]([N:8]([CH3:20])[CH:9]2[CH2:12][N:11](C(OC(C)(C)C)=O)[CH2:10]2)=[C:4]([CH3:21])[CH:3]=1.